The task is: Predict the reactants needed to synthesize the given product.. This data is from Full USPTO retrosynthesis dataset with 1.9M reactions from patents (1976-2016). (1) Given the product [Si:1]([O:8][CH2:9][C@@H:10]1[C@H:14]2[O:15][C:16]([CH3:19])([CH3:18])[O:17][C@H:13]2[C@H:12]([N:20]2[CH:28]=[N:27][C:26]3[C:21]2=[N:22][C:23]([C:55]([NH:53][CH2:45][CH2:46][C:47]2[CH:52]=[CH:51][CH:50]=[CH:49][CH:48]=2)=[O:54])=[N:24][C:25]=3[NH:29][CH2:30][CH:31]([C:38]2[CH:43]=[CH:42][CH:41]=[CH:40][CH:39]=2)[C:32]2[CH:37]=[CH:36][CH:35]=[CH:34][CH:33]=2)[O:11]1)([C:4]([CH3:7])([CH3:6])[CH3:5])([CH3:3])[CH3:2], predict the reactants needed to synthesize it. The reactants are: [Si:1]([O:8][CH2:9][C@@H:10]1[C@H:14]2[O:15][C:16]([CH3:19])([CH3:18])[O:17][C@H:13]2[C@H:12]([N:20]2[CH:28]=[N:27][C:26]3[C:21]2=[N:22][C:23](I)=[N:24][C:25]=3[NH:29][CH2:30][CH:31]([C:38]2[CH:43]=[CH:42][CH:41]=[CH:40][CH:39]=2)[C:32]2[CH:37]=[CH:36][CH:35]=[CH:34][CH:33]=2)[O:11]1)([C:4]([CH3:7])([CH3:6])[CH3:5])([CH3:3])[CH3:2].[CH2:45]([NH2:53])[CH2:46][C:47]1[CH:52]=[CH:51][CH:50]=[CH:49][CH:48]=1.[O:54]1CCC[CH2:55]1. (2) Given the product [O:4]1[C:5]2([CH2:6][CH2:7][CH:8]([N:11]3[C:44](=[O:45])[C:43]([CH2:42][C:39]4[CH:40]=[CH:41][C:36]([C:31]5[C:30]([C:28]#[N:29])=[CH:35][CH:34]=[CH:33][CH:32]=5)=[CH:37][C:38]=4[O:54][CH3:55])=[C:49]([CH2:50][CH2:51][CH3:52])[N:16]4[N:15]=[CH:14][CH:13]=[C:12]34)[CH2:9][CH2:10]2)[O:1][CH2:2][CH2:3]1, predict the reactants needed to synthesize it. The reactants are: [O:1]1[C:5]2([CH2:10][CH2:9][CH:8]([NH:11][C:12]3[NH:16][N:15]=[CH:14][CH:13]=3)[CH2:7][CH2:6]2)[O:4][CH2:3][CH2:2]1.N12CCCN=C1CCCCC2.[C:28]([C:30]1[CH:35]=[CH:34][CH:33]=[CH:32][C:31]=1[C:36]1[CH:41]=[CH:40][C:39]([CH2:42][CH:43]([C:49](=O)[CH2:50][CH2:51][CH3:52])[C:44](OCC)=[O:45])=[C:38]([O:54][CH3:55])[CH:37]=1)#[N:29].C(OCC)(=O)C.